From a dataset of Reaction yield outcomes from USPTO patents with 853,638 reactions. Predict the reaction yield, written as a fraction of the theoretical maximum amount of product (1.0 means a 100% yield; for example, 0.34 means a 34% yield). The reactants are [BH4-].[Na+].C[O:4][C:5]([C:7]1[CH:20]=[C:19]([Cl:21])[C:18]2[C:9](=[C:10]3[C:15](=[CH:16][C:17]=2[CH3:22])[CH:14]=[CH:13][CH:12]=[N:11]3)[N:8]=1)=O.O. The catalyst is CO.C(Cl)Cl. The product is [Cl:21][C:19]1[C:18]2[C:9](=[C:10]3[C:15](=[CH:16][C:17]=2[CH3:22])[CH:14]=[CH:13][CH:12]=[N:11]3)[N:8]=[C:7]([CH2:5][OH:4])[CH:20]=1. The yield is 0.850.